From a dataset of Forward reaction prediction with 1.9M reactions from USPTO patents (1976-2016). Predict the product of the given reaction. (1) Given the reactants F[C:2]1[CH:3]=[CH:4][CH:5]=[C:6]2[C:11]=1[N:10]=[CH:9][C:8]([S:12]([C:15]1[CH:20]=[CH:19][CH:18]=[CH:17][CH:16]=1)(=[O:14])=[O:13])=[CH:7]2.[NH:21]1[CH2:26][CH2:25][NH:24][CH2:23][CH2:22]1.C(=O)([O-])[O-].[K+].[K+].C(O)CC, predict the reaction product. The product is: [C:15]1([S:12]([C:8]2[CH:9]=[N:10][C:11]3[C:6]([CH:7]=2)=[CH:5][CH:4]=[CH:3][C:2]=3[N:21]2[CH2:26][CH2:25][NH:24][CH2:23][CH2:22]2)(=[O:14])=[O:13])[CH:20]=[CH:19][CH:18]=[CH:17][CH:16]=1. (2) The product is: [Cl:25][C:26]1[CH:27]=[CH:28][C:29]([S:32][C:33]2[C:41]3[C:36](=[CH:37][CH:38]=[CH:39][C:40]=3[CH3:42])[NH:35][C:34]=2[C:43]([O:45][CH2:19][C:15]2[CH:16]=[CH:17][CH:18]=[CH:13][CH:14]=2)=[O:44])=[CH:30][CH:31]=1. Given the reactants ClC1C=C(SC2[C:18]3[C:13](=[CH:14][C:15]([CH3:19])=[CH:16][CH:17]=3)NC=2CCC(N)=O)C=C(Cl)C=1.[Cl:25][C:26]1[CH:31]=[CH:30][C:29]([S:32][C:33]2[C:41]3[C:36](=[CH:37][CH:38]=[CH:39][C:40]=3[CH3:42])[NH:35][C:34]=2[C:43]([OH:45])=[O:44])=[CH:28][CH:27]=1.C(Cl)(=O)C(Cl)=O.C(O)C1C=CC=CC=1.N1C=CC=CC=1, predict the reaction product. (3) Given the reactants [Cl:1][C:2]1[CH:24]=[CH:23][C:5]([O:6][C:7]2[CH:12]=[CH:11][CH:10]=[CH:9][C:8]=2[CH2:13][C:14]([N:16]([CH3:22])[CH2:17][C:18](OC)=[O:19])=[O:15])=[CH:4][CH:3]=1.[Na].O, predict the reaction product. The product is: [Cl:1][C:2]1[CH:24]=[CH:23][C:5]([O:6][C:7]2[CH:12]=[CH:11][CH:10]=[CH:9][C:8]=2[CH:13]2[C:18](=[O:19])[CH2:17][N:16]([CH3:22])[C:14]2=[O:15])=[CH:4][CH:3]=1. (4) The product is: [NH2:1][C:2]1[N:7]=[C:6]([Cl:8])[C:5]([NH:9][CH:10]=[O:16])=[C:4]([Cl:14])[N:3]=1. Given the reactants [NH2:1][C:2]1[N:7]=[C:6]([Cl:8])[C:5]([N:9]=[CH:10]N(C)C)=[C:4]([Cl:14])[N:3]=1.P(=O)(O)(O)[OH:16], predict the reaction product. (5) Given the reactants [Br:1][CH:2]([C:11]1[CH:12]=[CH:13][C:14](=[O:20])[N:15]([CH:17]([CH3:19])[CH3:18])[N:16]=1)[C:3](=O)[C:4]1[CH:9]=[CH:8][CH:7]=[CH:6][CH:5]=1.[CH3:21][NH:22][C:23]([NH2:25])=[S:24], predict the reaction product. The product is: [BrH:1].[CH:17]([N:15]1[C:14](=[O:20])[CH:13]=[CH:12][C:11]([C:2]2[S:24][C:23]([NH:22][CH3:21])=[N:25][C:3]=2[C:4]2[CH:9]=[CH:8][CH:7]=[CH:6][CH:5]=2)=[N:16]1)([CH3:19])[CH3:18]. (6) Given the reactants [F:1][C:2]1[CH:3]=[C:4]([C:9]([OH:12])([CH3:11])[CH3:10])[CH:5]=[C:6]([F:8])[CH:7]=1.[H-].[Na+].[CH3:15]I, predict the reaction product. The product is: [F:1][C:2]1[CH:3]=[C:4]([C:9]([O:12][CH3:15])([CH3:10])[CH3:11])[CH:5]=[C:6]([F:8])[CH:7]=1.